Dataset: Acute oral toxicity (LD50) regression data from Zhu et al.. Task: Regression/Classification. Given a drug SMILES string, predict its toxicity properties. Task type varies by dataset: regression for continuous values (e.g., LD50, hERG inhibition percentage) or binary classification for toxic/non-toxic outcomes (e.g., AMES mutagenicity, cardiotoxicity, hepatotoxicity). Dataset: ld50_zhu. (1) The molecule is [O-][N+]1=C(c2ccccc2)c2cc(Cl)ccc2N=C(NCC2CC2)C1. The rat oral LD50 is 1.89, given as -log10 of the dose in mol/kg body weight (higher means more acutely toxic). (2) The compound is CCOC(=O)C1(c2ccccc2)CCN(CCOCc2ccccc2)CC1. The rat oral LD50 is 3.11, given as -log10 of the dose in mol/kg body weight (higher means more acutely toxic). (3) The drug is Nc1cc[n+]([O-])cc1. The rat oral LD50 is 3.17, given as -log10 of the dose in mol/kg body weight (higher means more acutely toxic). (4) The compound is C#CCN1C(=O)CN=C(c2ccccc2)c2cc(Cl)ccc21. The rat oral LD50 is 1.73, given as -log10 of the dose in mol/kg body weight (higher means more acutely toxic). (5) The compound is NC(=O)CF. The rat oral LD50 is 4.13, given as -log10 of the dose in mol/kg body weight (higher means more acutely toxic).